Dataset: Catalyst prediction with 721,799 reactions and 888 catalyst types from USPTO. Task: Predict which catalyst facilitates the given reaction. (1) Reactant: [NH:1]1[C:5]2[CH:6]=[CH:7][CH:8]=[CH:9][C:4]=2[N:3]=[C:2]1[S:10][C:11]1[O:15][C:14]([CH:16]2[C:25]3[C:24](=[O:26])[CH2:23][C:22]([CH3:28])([CH3:27])[CH2:21][C:20]=3[NH:19][C:18]3=[C:29]([C:32](O)=[O:33])[NH:30][CH:31]=[C:17]23)=[CH:13][CH:12]=1.C[N:36](C(ON1N=NC2C=CC=CC1=2)=[N+](C)C)C.F[P-](F)(F)(F)(F)F.[Cl-].[NH4+].C(N(CC)C(C)C)(C)C. Product: [NH:1]1[C:5]2[CH:6]=[CH:7][CH:8]=[CH:9][C:4]=2[N:3]=[C:2]1[S:10][C:11]1[O:15][C:14]([CH:16]2[C:25]3[C:24](=[O:26])[CH2:23][C:22]([CH3:27])([CH3:28])[CH2:21][C:20]=3[NH:19][C:18]3=[C:29]([C:32]([NH2:36])=[O:33])[NH:30][CH:31]=[C:17]23)=[CH:13][CH:12]=1. The catalyst class is: 35. (2) Reactant: [O:1]=[S:2]1(=[O:49])[CH2:7][CH2:6][N:5]([CH2:8][CH2:9][NH:10][C@:11]23[CH2:46][CH2:45][C@@H:44]([CH2:47][OH:48])[C@@H:12]2[C@@H:13]2[C@@:26]([CH3:29])([CH2:27][CH2:28]3)[C@@:25]3([CH3:30])[C@@H:16]([C@:17]4([CH3:43])[C@@H:22]([CH2:23][CH2:24]3)[C:21]([CH3:32])([CH3:31])[C:20]([C:33]3[CH:42]=[CH:41][C:36]([C:37]([O:39]C)=[O:38])=[CH:35][CH:34]=3)=[CH:19][CH2:18]4)[CH2:15][CH2:14]2)[CH2:4][CH2:3]1.O.[OH-].[Li+].O1CCCC1. Product: [O:49]=[S:2]1(=[O:1])[CH2:7][CH2:6][N:5]([CH2:8][CH2:9][NH:10][C@:11]23[CH2:46][CH2:45][C@@H:44]([CH2:47][OH:48])[C@@H:12]2[C@@H:13]2[C@@:26]([CH3:29])([CH2:27][CH2:28]3)[C@@:25]3([CH3:30])[C@@H:16]([C@:17]4([CH3:43])[C@@H:22]([CH2:23][CH2:24]3)[C:21]([CH3:32])([CH3:31])[C:20]([C:33]3[CH:42]=[CH:41][C:36]([C:37]([OH:39])=[O:38])=[CH:35][CH:34]=3)=[CH:19][CH2:18]4)[CH2:15][CH2:14]2)[CH2:4][CH2:3]1. The catalyst class is: 5. (3) Reactant: Cl[C:2]1[C:7]([C:8]([O:10][CH3:11])=[O:9])=[CH:6][N:5]=[C:4]([C:12]2[CH:17]=[CH:16][C:15]([CH3:18])=[C:14]([F:19])[CH:13]=2)[CH:3]=1.[Cl:20][C:21]1[CH:26]=[CH:25][CH:24]=[CH:23][C:22]=1[OH:27].C(=O)([O-])[O-].[K+].[K+]. Product: [Cl:20][C:21]1[CH:26]=[CH:25][CH:24]=[CH:23][C:22]=1[O:27][C:2]1[C:7]([C:8]([O:10][CH3:11])=[O:9])=[CH:6][N:5]=[C:4]([C:12]2[CH:17]=[CH:16][C:15]([CH3:18])=[C:14]([F:19])[CH:13]=2)[CH:3]=1. The catalyst class is: 3. (4) Reactant: [C:1]1([O:11][CH2:12][CH:13]2[CH2:15][O:14]2)[C:10]2[C:5](=[CH:6][CH:7]=[CH:8][CH:9]=2)[CH:4]=[CH:3][CH:2]=1.[CH2:16]([N:23]1[CH2:28][CH2:27][NH:26][CH2:25][CH2:24]1)[CH2:17][CH2:18][CH2:19][CH2:20][CH2:21][CH3:22]. Product: [CH2:16]([N:23]1[CH2:24][CH2:25][N:26]([CH2:15][CH:13]([OH:14])[CH2:12][O:11][C:1]2[C:10]3[C:5](=[CH:6][CH:7]=[CH:8][CH:9]=3)[CH:4]=[CH:3][CH:2]=2)[CH2:27][CH2:28]1)[CH2:17][CH2:18][CH2:19][CH2:20][CH2:21][CH3:22]. The catalyst class is: 8. (5) Product: [CH3:12][O:13][C:14]1[CH:22]=[CH:21][C:17]([C:18]([N:9]2[CH2:10][CH:11]=[C:6]([C:4]([O:25][CH3:24])=[O:5])[CH2:7][CH2:8]2)=[O:19])=[CH:16][CH:15]=1. The catalyst class is: 341. Reactant: Cl.ON[C:4]([C:6]1[CH2:7][CH2:8][NH:9][CH2:10][CH:11]=1)=[O:5].[CH3:12][O:13][C:14]1[CH:22]=[CH:21][C:17]([C:18](Cl)=[O:19])=[CH:16][CH:15]=1.C[CH2:24][O:25]C(C)=O.